Dataset: Full USPTO retrosynthesis dataset with 1.9M reactions from patents (1976-2016). Task: Predict the reactants needed to synthesize the given product. Given the product [OH:11][C:9]1[CH:8]=[C:7]([C:12]2[CH:17]=[CH:16][CH:15]=[C:14]([C:18]([F:21])([F:20])[F:19])[CH:13]=2)[N:6]=[C:5]([C:3]([NH2:22])=[O:2])[N:10]=1, predict the reactants needed to synthesize it. The reactants are: C[O:2][C:3]([C:5]1[N:10]=[C:9]([OH:11])[CH:8]=[C:7]([C:12]2[CH:17]=[CH:16][CH:15]=[C:14]([C:18]([F:21])([F:20])[F:19])[CH:13]=2)[N:6]=1)=O.[NH3:22].